Task: Predict which catalyst facilitates the given reaction.. Dataset: Catalyst prediction with 721,799 reactions and 888 catalyst types from USPTO (1) The catalyst class is: 119. Reactant: [CH3:1][C:2]1[CH:7]=[CH:6][CH:5]=[CH:4][C:3]=1[N:8]1[CH2:13][CH2:12][NH:11][CH2:10][C:9]1=[O:14].Cl.CN(C)CCCN=C=NCC.[Cl:27][C:28]1[C:36]([C:37]([F:40])([F:39])[F:38])=[CH:35][CH:34]=[CH:33][C:29]=1[C:30](O)=[O:31].C(O)(=O)CC(CC(O)=O)(C(O)=O)O. Product: [Cl:27][C:28]1[C:36]([C:37]([F:39])([F:40])[F:38])=[CH:35][CH:34]=[CH:33][C:29]=1[C:30]([N:11]1[CH2:12][CH2:13][N:8]([C:3]2[CH:4]=[CH:5][CH:6]=[CH:7][C:2]=2[CH3:1])[C:9](=[O:14])[CH2:10]1)=[O:31]. (2) Reactant: [Br:1][C:2]1[CH:10]=[CH:9][C:5]([C:6](O)=[O:7])=[CH:4][C:3]=1[Cl:11].Cl.CN(C)CCCN=C=NCC.[CH3:24][Si:25]([CH2:28][NH2:29])([CH3:27])[CH3:26].O. Product: [Br:1][C:2]1[CH:10]=[CH:9][C:5]([C:6]([NH:29][CH2:28][Si:25]([CH3:27])([CH3:26])[CH3:24])=[O:7])=[CH:4][C:3]=1[Cl:11]. The catalyst class is: 4. (3) The catalyst class is: 9. Reactant: Cl[C:2]1[C:3]2[N:18]([CH3:19])[N:17]=[C:16]([CH2:20][CH2:21][CH3:22])[C:4]=2[N:5]=[C:6]([CH2:8][O:9][CH2:10][C:11]([O:13][CH2:14][CH3:15])=[O:12])[N:7]=1.[Cl:23][C:24]1[CH:25]=[C:26]([CH:29]=[CH:30][C:31]=1[O:32][CH3:33])[CH2:27][NH2:28].C(=O)([O-])[O-].[K+].[K+]. Product: [Cl:23][C:24]1[CH:25]=[C:26]([CH:29]=[CH:30][C:31]=1[O:32][CH3:33])[CH2:27][NH:28][C:2]1[C:3]2[N:18]([CH3:19])[N:17]=[C:16]([CH2:20][CH2:21][CH3:22])[C:4]=2[N:5]=[C:6]([CH2:8][O:9][CH2:10][C:11]([O:13][CH2:14][CH3:15])=[O:12])[N:7]=1.